Dataset: HIV replication inhibition screening data with 41,000+ compounds from the AIDS Antiviral Screen. Task: Binary Classification. Given a drug SMILES string, predict its activity (active/inactive) in a high-throughput screening assay against a specified biological target. (1) The drug is [C-]#[N+]CS(=O)(=O)c1ccc(C)cc1. The result is 0 (inactive). (2) The molecule is O=C1CCc2nc3ccccc3c(=O)n21. The result is 0 (inactive). (3) The molecule is COc1ccc2c(ccc3[nH]c4c(C)cnc(NCCCN)c4c32)c1. The result is 0 (inactive). (4) The molecule is Cc1ccc2c(c1)C(O)(c1ccccc1)C(c1ccccc1)C(c1ccccc1)O2. The result is 0 (inactive). (5) The molecule is COc1ccc(NCn2nc(CCCCCCCCc3nn(CNc4ccc(OC)cc4)c(=S)o3)oc2=S)cc1. The result is 0 (inactive). (6) The molecule is CCOC(=O)C=C(C=CCOC1CCCCO1)c1ccccc1. The result is 0 (inactive). (7) The molecule is COc1ccc(N)c(N2C(=O)c3ccccc3C2=O)c1. The result is 0 (inactive). (8) The molecule is CN(C)Cc1cc(N=Nc2ccc(Cl)c(Cl)c2)ccc1O. The result is 0 (inactive). (9) The result is 0 (inactive). The drug is COc1cc2c(c3oc(=O)cc(C)c13)C(=O)C(C)C(C)O2.